The task is: Predict the reactants needed to synthesize the given product.. This data is from Full USPTO retrosynthesis dataset with 1.9M reactions from patents (1976-2016). (1) Given the product [CH:1]1([C:5]2[C:26]([C:27]3[NH:31][C:30]([CH2:32][CH2:34][O:35][CH3:36])=[N:29][N:28]=3)=[CH:25][C:8]([C:9]([N:11]3[CH2:12][CH2:13][CH:14]([C:17]4[CH:24]=[CH:23][C:20]([C:21]#[N:22])=[CH:19][CH:18]=4)[CH2:15][CH2:16]3)=[O:10])=[C:7]([CH3:33])[CH:6]=2)[CH2:4][CH2:3][CH2:2]1, predict the reactants needed to synthesize it. The reactants are: [CH:1]1([C:5]2[C:26]([C:27]3[NH:31][C:30]([CH3:32])=[N:29][N:28]=3)=[CH:25][C:8]([C:9]([N:11]3[CH2:16][CH2:15][CH:14]([C:17]4[CH:24]=[CH:23][C:20]([C:21]#[N:22])=[CH:19][CH:18]=4)[CH2:13][CH2:12]3)=[O:10])=[C:7]([CH3:33])[CH:6]=2)[CH2:4][CH2:3][CH2:2]1.[CH3:34][O:35][CH2:36]CC(NN)=O. (2) Given the product [F:37][CH:2]([F:1])[C:3]1[CH:7]=[C:6]([CH:8]([F:10])[F:9])[N:5]([CH2:11][C:12]([N:14]2[CH2:15][CH2:16][CH:17]([C:20]3[S:21][CH:22]=[C:23]([C:25]4[CH2:29][CH:28]([C:30]5[CH:35]=[CH:34][CH:33]=[CH:32][C:31]=5[O:36][CH2:47][C:48]#[C:49][Si:50]([CH3:53])([CH3:52])[CH3:51])[O:27][N:26]=4)[N:24]=3)[CH2:18][CH2:19]2)=[O:13])[N:4]=1, predict the reactants needed to synthesize it. The reactants are: [F:1][CH:2]([F:37])[C:3]1[CH:7]=[C:6]([CH:8]([F:10])[F:9])[N:5]([CH2:11][C:12]([N:14]2[CH2:19][CH2:18][CH:17]([C:20]3[S:21][CH:22]=[C:23]([C:25]4[CH2:29][CH:28]([C:30]5[CH:35]=[CH:34][CH:33]=[CH:32][C:31]=5[OH:36])[O:27][N:26]=4)[N:24]=3)[CH2:16][CH2:15]2)=[O:13])[N:4]=1.C(=O)([O-])[O-].[K+].[K+].[I-].[K+].Br[CH2:47][C:48]#[C:49][Si:50]([CH3:53])([CH3:52])[CH3:51].Cl. (3) Given the product [CH3:30][O:16][C:15](=[O:17])[C:14]1[CH:18]=[CH:19][CH:20]=[C:12]([C:6]2[CH:7]=[CH:8][C:9]([O:10][CH3:11])=[C:4]([CH2:3][CH2:2][O:1][C:25]3[CH:24]=[CH:23][C:22]([Cl:21])=[CH:27][C:26]=3[Cl:28])[CH:5]=2)[CH:13]=1, predict the reactants needed to synthesize it. The reactants are: [OH:1][CH2:2][CH2:3][C:4]1[CH:5]=[C:6]([C:12]2[CH:13]=[C:14]([CH:18]=[CH:19][CH:20]=2)[C:15]([OH:17])=[O:16])[CH:7]=[CH:8][C:9]=1[O:10][CH3:11].[Cl:21][C:22]1[CH:27]=[C:26]([Cl:28])[CH:25]=[CH:24][C:23]=1O.[C:30]1(P(C2C=CC=CC=2)C2C=CC=CC=2)C=CC=CC=1.N(C(OC(C)C)=O)=NC(OC(C)C)=O. (4) Given the product [CH3:10][O:9][C:7](=[O:8])[C:6]1[CH:11]=[CH:12][C:3]([CH:1]2[C:36]([C:37](=[O:45])[C:38]3[CH:43]=[CH:42][C:41]([CH3:44])=[CH:40][CH:39]=3)=[C:35]([OH:46])[C:34](=[O:33])[N:13]2[C:14]2[S:15][C:16]([S:19]([C:22]3[CH:23]=[CH:24][C:25]([N+:28]([O-:30])=[O:29])=[CH:26][CH:27]=3)(=[O:20])=[O:21])=[CH:17][N:18]=2)=[CH:4][CH:5]=1, predict the reactants needed to synthesize it. The reactants are: [CH:1]([C:3]1[CH:12]=[CH:11][C:6]([C:7]([O:9][CH3:10])=[O:8])=[CH:5][CH:4]=1)=O.[NH2:13][C:14]1[S:15][C:16]([S:19]([C:22]2[CH:27]=[CH:26][C:25]([N+:28]([O-:30])=[O:29])=[CH:24][CH:23]=2)(=[O:21])=[O:20])=[CH:17][N:18]=1.C([O:33][C:34](=O)[C:35]([OH:46])=[CH:36][C:37](=[O:45])[C:38]1[CH:43]=[CH:42][C:41]([CH3:44])=[CH:40][CH:39]=1)C. (5) Given the product [C:1]([N:9]1[C:14](=[O:15])[C:13]([CH3:16])=[CH:12][N:11]([C@H:17]2[CH2:21][CH2:20][C@H:19]([OH:22])[C@H:18]2[CH2:40][OH:41])[C:10]1=[O:61])(=[O:8])[C:2]1[CH:7]=[CH:6][CH:5]=[CH:4][CH:3]=1, predict the reactants needed to synthesize it. The reactants are: [C:1]([N:9]1[C:14](=[O:15])[C:13]([CH3:16])=[CH:12][N:11]([C@H:17]2[CH2:21][CH2:20][C@H:19]([O:22][Si](C(C)(C)C)(C3C=CC=CC=3)C3C=CC=CC=3)[C@H:18]2[CH2:40][O:41]C(C2C=CC=CC=2)(C2C=CC=CC=2)C2C=CC=CC=2)[C:10]1=[O:61])(=[O:8])[C:2]1[CH:7]=[CH:6][CH:5]=[CH:4][CH:3]=1. (6) Given the product [Cl:1][C:2]1[CH:3]=[C:4]2[C:9](=[CH:10][C:11]=1[C:12]([N:74]1[CH2:75][CH2:76][CH2:77][CH:73]1[C:71]([O:70][CH2:63][C:64]1[CH:65]=[CH:66][CH:67]=[CH:68][CH:69]=1)=[O:72])=[O:13])[N:8]=[CH:7][N:6]=[C:5]2[NH:15][CH:16]([C:18]1[NH:22][C:21]2[CH:23]=[CH:24][C:25]([Cl:27])=[CH:26][C:20]=2[N:19]=1)[CH3:17], predict the reactants needed to synthesize it. The reactants are: [Cl:1][C:2]1[CH:3]=[C:4]2[C:9](=[CH:10][C:11]=1[C:12](O)=[O:13])[N:8]=[CH:7][N:6]=[C:5]2[NH:15][CH:16]([C:18]1[NH:22][C:21]2[CH:23]=[CH:24][C:25]([Cl:27])=[CH:26][C:20]=2[N:19]=1)[CH3:17].FC1C(OC(N(C)C)=[N+](C)C)=C(F)C(F)=C(F)C=1F.F[P-](F)(F)(F)(F)F.C(N(C(C)C)CC)(C)C.[CH2:63]([O:70][C:71]([CH:73]1[CH2:77][CH2:76][CH2:75][NH:74]1)=[O:72])[C:64]1[CH:69]=[CH:68][CH:67]=[CH:66][CH:65]=1. (7) Given the product [Cl:19][C:17]1[CH:16]=[CH:15][CH:14]=[C:13]2[C:18]=1[N:9]([CH2:8][C:5]1[CH:4]=[CH:3][C:2]([C:30]3[CH:31]=[N:32][C:27]([CH3:26])=[CH:28][CH:29]=3)=[N:7][CH:6]=1)[N:10]=[C:11]([C:21]([O:23][CH2:24][CH3:25])=[O:22])[C:12]2=[O:20], predict the reactants needed to synthesize it. The reactants are: Br[C:2]1[N:7]=[CH:6][C:5]([CH2:8][N:9]2[C:18]3[C:13](=[CH:14][CH:15]=[CH:16][C:17]=3[Cl:19])[C:12](=[O:20])[C:11]([C:21]([O:23][CH2:24][CH3:25])=[O:22])=[N:10]2)=[CH:4][CH:3]=1.[CH3:26][C:27]1[N:32]=[CH:31][C:30](B(O)O)=[CH:29][CH:28]=1.C(=O)([O-])[O-].[Cs+].[Cs+]. (8) Given the product [CH3:49][N:50]1[CH2:55][CH2:54][N:53]([C:11]2[N:12]=[CH:13][C:8]([C:2]3[C:6]4[CH:7]=[C:8]5[C:13](=[CH:14][C:5]=4[N:4]([C:24]([C:25]4[CH:26]=[CH:27][CH:28]=[CH:29][CH:30]=4)([C:31]4[CH:36]=[CH:35][CH:34]=[CH:33][CH:32]=4)[C:37]4[CH:38]=[CH:39][CH:40]=[CH:41][CH:42]=4)[N:3]=3)[NH:12][C:11](=[O:15])[C:10]([CH:16]([C:18]3[CH:19]=[CH:20][CH:21]=[CH:22][CH:23]=3)[CH3:17])=[CH:9]5)=[CH:9][CH:10]=2)[CH2:52][CH2:51]1, predict the reactants needed to synthesize it. The reactants are: Br[C:2]1[C:6]2[CH:7]=[C:8]3[C:13](=[CH:14][C:5]=2[N:4]([C:24]([C:37]2[CH:42]=[CH:41][CH:40]=[CH:39][CH:38]=2)([C:31]2[CH:36]=[CH:35][CH:34]=[CH:33][CH:32]=2)[C:25]2[CH:30]=[CH:29][CH:28]=[CH:27][CH:26]=2)[N:3]=1)[NH:12][C:11](=[O:15])[C:10]([CH:16]([C:18]1[CH:23]=[CH:22][CH:21]=[CH:20][CH:19]=1)[CH3:17])=[CH:9]3.C([O-])([O-])=O.[K+].[K+].[CH3:49][N:50]1[CH2:55][CH2:54][NH:53][CH2:52][CH2:51]1.